From a dataset of Catalyst prediction with 721,799 reactions and 888 catalyst types from USPTO. Predict which catalyst facilitates the given reaction. (1) Reactant: C[Al](C)C.[O:5]([CH2:23][CH2:24][NH:25][CH3:26])[Si:6]([C:19]([CH3:22])([CH3:21])[CH3:20])([C:13]1[CH:18]=[CH:17][CH:16]=[CH:15][CH:14]=1)[C:7]1[CH:12]=[CH:11][CH:10]=[CH:9][CH:8]=1.[C:27]([C:29]1[C:34]2[N:35]=[C:36]([C:38](OCC)=[O:39])[O:37][C:33]=2[C:32]([F:43])=[C:31]([C:44]2[CH:49]=[CH:48][CH:47]=[CH:46][CH:45]=2)[C:30]=1[CH3:50])#[N:28].Cl. Product: [O:5]([CH2:23][CH2:24][N:25]([CH3:26])[C:38]([C:36]1[O:37][C:33]2[C:32]([F:43])=[C:31]([C:44]3[CH:49]=[CH:48][CH:47]=[CH:46][CH:45]=3)[C:30]([CH3:50])=[C:29]([C:27]#[N:28])[C:34]=2[N:35]=1)=[O:39])[Si:6]([C:19]([CH3:20])([CH3:21])[CH3:22])([C:13]1[CH:14]=[CH:15][CH:16]=[CH:17][CH:18]=1)[C:7]1[CH:12]=[CH:11][CH:10]=[CH:9][CH:8]=1. The catalyst class is: 4. (2) Reactant: S(=O)(=O)(O)O.C(O)(=[O:8])C.[F:10][C:11]1[CH:16]=[CH:15][CH:14]=[CH:13][C:12]=1[C:17]([C:26]1[CH:31]=[CH:30][C:29]([F:32])=[CH:28][CH:27]=1)([C:20]1[CH:25]=[CH:24][CH:23]=[CH:22][CH:21]=1)[C:18]#[N:19].[OH-].[NH4+]. Product: [F:10][C:11]1[CH:16]=[CH:15][CH:14]=[CH:13][C:12]=1[C:17]([C:26]1[CH:27]=[CH:28][C:29]([F:32])=[CH:30][CH:31]=1)([C:20]1[CH:25]=[CH:24][CH:23]=[CH:22][CH:21]=1)[C:18]([NH2:19])=[O:8]. The catalyst class is: 6. (3) Reactant: [CH3:1][O:2][C:3]([C:5]1[NH:6][C:7]2[C:12]([CH:13]=1)=[CH:11][C:10]([O:14][C:15]1[CH:20]=[CH:19][C:18]([N+:21]([O-])=O)=[CH:17][N:16]=1)=[CH:9][CH:8]=2)=[O:4].C(N(CC)CC)C.[Cl:31][C:32]1[CH:33]=[C:34]([CH:38]=[CH:39][C:40]=1[Cl:41])[C:35](Cl)=[O:36].O. Product: [CH3:1][O:2][C:3]([C:5]1[NH:6][C:7]2[C:12]([CH:13]=1)=[CH:11][C:10]([O:14][C:15]1[CH:20]=[CH:19][C:18]([NH:21][C:35](=[O:36])[C:34]3[CH:38]=[CH:39][C:40]([Cl:41])=[C:32]([Cl:31])[CH:33]=3)=[CH:17][N:16]=1)=[CH:9][CH:8]=2)=[O:4]. The catalyst class is: 123. (4) Reactant: [C:1]1([C:7]2[CH:8]=[C:9]([C:12]([O:14][CH3:15])=[O:13])[S:10][CH:11]=2)[CH:6]=[CH:5][CH:4]=[CH:3][CH:2]=1.[Br-:16].[Br-].[Br-].[NH+]1C=CC=CC=1.[NH+]1C=CC=CC=1.[NH+]1C=CC=CC=1.[O-]S([O-])(=S)=O.[Na+].[Na+]. Product: [Br:16][C:11]1[S:10][C:9]([C:12]([O:14][CH3:15])=[O:13])=[CH:8][C:7]=1[C:1]1[CH:2]=[CH:3][CH:4]=[CH:5][CH:6]=1. The catalyst class is: 2. (5) Reactant: [CH2:1]1[C:9]2[C:4](=[CH:5][CH:6]=[CH:7][CH:8]=2)[CH:3]=[C:2]1[CH2:10][CH2:11][N:12]([CH3:14])[CH3:13].[Li]CCCC.Br[CH:21]([CH3:24])[C:22]#[N:23]. Product: [CH3:14][N:12]([CH3:13])[CH2:11][CH2:10][C:2]1[CH2:1][C:9]2[C:4](=[CH:5][CH:6]=[CH:7][CH:8]=2)[C:3]=1[CH:21]([CH3:24])[C:22]#[N:23]. The catalyst class is: 1. (6) Reactant: C([Si]([O:18][CH2:19][C:20]1[CH:25]=[C:24]([C@H:26]2[C@@H:31]([O:32][CH2:33][O:34][CH3:35])[C@@H:30]([O:36][CH2:37][O:38][CH3:39])[C@H:29]([O:40][CH2:41][O:42][CH3:43])[CH:28]([CH2:44][O:45][CH2:46][O:47][CH3:48])[O:27]2)[CH:23]=[CH:22][C:21]=1[Cl:49])(C1C=CC=CC=1)C1C=CC=CC=1)(C)(C)C.[F-].C([N+](CCCC)(CCCC)CCCC)CCC. Product: [Cl:49][C:21]1[CH:22]=[CH:23][C:24]([C@H:26]2[C@@H:31]([O:32][CH2:33][O:34][CH3:35])[C@H:30]([O:36][CH2:37][O:38][CH3:39])[C@H:29]([O:40][CH2:41][O:42][CH3:43])[CH:28]([CH2:44][O:45][CH2:46][O:47][CH3:48])[O:27]2)=[CH:25][C:20]=1[CH2:19][OH:18]. The catalyst class is: 7.